Dataset: Full USPTO retrosynthesis dataset with 1.9M reactions from patents (1976-2016). Task: Predict the reactants needed to synthesize the given product. Given the product [Cl:21][C:22]1[C:23]([F:35])=[C:24]([C:25]2[O:15][N:14]=[C:13]([CH2:12][N:8]3[C:9]4[C:5](=[C:4]([C:17]([F:19])([F:20])[F:18])[C:3]([C:1]#[N:2])=[CH:11][CH:10]=4)[CH:6]=[CH:7]3)[N:16]=2)[CH:28]=[C:29]([C:31]([F:33])([F:34])[F:32])[CH:30]=1, predict the reactants needed to synthesize it. The reactants are: [C:1]([C:3]1[C:4]([C:17]([F:20])([F:19])[F:18])=[C:5]2[C:9](=[CH:10][CH:11]=1)[N:8]([CH2:12][C:13](=[NH:16])[NH:14][OH:15])[CH:7]=[CH:6]2)#[N:2].[Cl:21][C:22]1[C:23]([F:35])=[C:24]([CH:28]=[C:29]([C:31]([F:34])([F:33])[F:32])[CH:30]=1)[C:25](O)=O.